From a dataset of Full USPTO retrosynthesis dataset with 1.9M reactions from patents (1976-2016). Predict the reactants needed to synthesize the given product. Given the product [C:11]12([C:7]3[CH:6]=[C:5]([Br:10])[CH:4]=[C:3]4[O:2][CH2:1][O:9][C:8]=34)[CH2:20][CH:15]3[CH2:16][CH:17]([CH2:19][CH:13]([CH2:14]3)[CH2:12]1)[CH2:18]2, predict the reactants needed to synthesize it. The reactants are: [CH2:1]1[O:9][C:8]2[CH:7]=[CH:6][C:5]([Br:10])=[CH:4][C:3]=2[O:2]1.[C:11]12(O)[CH2:20][CH:15]3[CH2:16][CH:17]([CH2:19][CH:13]([CH2:14]3)[CH2:12]1)[CH2:18]2.S(=O)(=O)(O)O.